Dataset: Reaction yield outcomes from USPTO patents with 853,638 reactions. Task: Predict the reaction yield, written as a fraction of the theoretical maximum amount of product (1.0 means a 100% yield; for example, 0.34 means a 34% yield). (1) The reactants are [F:1][C:2]1[CH:10]=[CH:9][C:5]([C:6]([OH:8])=O)=[CH:4][C:3]=1[CH3:11].CN(C(ON1N=NC2C=CC=CC1=2)=[N+](C)C)C.[B-](F)(F)(F)F.CN1CCOCC1.[CH:41]1([C@H:44]([NH:51][CH3:52])[CH2:45][N:46]2[CH2:49][CH:48]([OH:50])[CH2:47]2)[CH2:43][CH2:42]1. The catalyst is CN(C=O)C.C(Cl)Cl. The product is [CH:41]1([C@H:44]([N:51]([CH3:52])[C:6](=[O:8])[C:5]2[CH:9]=[CH:10][C:2]([F:1])=[C:3]([CH3:11])[CH:4]=2)[CH2:45][N:46]2[CH2:49][CH:48]([OH:50])[CH2:47]2)[CH2:43][CH2:42]1. The yield is 0.300. (2) The reactants are [NH2:1][C:2]1[CH:7]=[CH:6][CH:5]=[CH:4][C:3]=1[NH:8][C:9]([C:11]1[C:15]([NH:16][C:17](=[O:30])[C:18]2[CH:23]=[C:22]([C:24]([CH3:27])([CH3:26])[CH3:25])[CH:21]=[CH:20][C:19]=2[O:28][CH3:29])=[CH:14][NH:13][N:12]=1)=O. The catalyst is C(O)(=O)C. The product is [NH:8]1[C:3]2[CH:4]=[CH:5][CH:6]=[CH:7][C:2]=2[N:1]=[C:9]1[C:11]1[C:15]([NH:16][C:17](=[O:30])[C:18]2[CH:23]=[C:22]([C:24]([CH3:25])([CH3:26])[CH3:27])[CH:21]=[CH:20][C:19]=2[O:28][CH3:29])=[CH:14][NH:13][N:12]=1. The yield is 0.620. (3) The reactants are [CH2:1]([NH2:5])[CH2:2][CH2:3][CH3:4].[CH:6]([P:8](=[O:15])([O:12][CH2:13][CH3:14])[O:9][CH2:10][CH3:11])=[CH2:7]. No catalyst specified. The product is [CH2:10]([O:9][P:8]([CH2:6][CH2:7][NH:5][CH2:1][CH2:2][CH2:3][CH3:4])([O:12][CH2:13][CH3:14])=[O:15])[CH3:11]. The yield is 1.00. (4) The reactants are [H-].[Na+].[Cl:3][C:4]1[CH:5]=[C:6]([CH2:11][C:12]#[N:13])[CH:7]=[CH:8][C:9]=1[Cl:10].Br[CH2:15][CH2:16][CH:17](Br)[CH3:18]. The catalyst is CS(C)=O.CCOCC. The product is [Cl:3][C:4]1[CH:5]=[C:6]([C:11]2([C:12]#[N:13])[CH2:18][CH2:17][CH2:16][CH2:15]2)[CH:7]=[CH:8][C:9]=1[Cl:10]. The yield is 0.775.